This data is from Full USPTO retrosynthesis dataset with 1.9M reactions from patents (1976-2016). The task is: Predict the reactants needed to synthesize the given product. (1) Given the product [CH:10]1[C:11]2[CH:12]([CH2:14][O:15][C:16]([NH:18][C@@H:19]([CH2:23][CH2:24][CH2:25][CH2:26][NH:27][C:14](=[O:15])[CH2:12][CH2:11][CH2:36][C:34]#[CH:35])[C:20]([OH:22])=[O:21])=[O:17])[C:13]3[C:5](=[CH:4][CH:3]=[CH:2][CH:1]=3)[C:6]=2[CH:7]=[CH:8][CH:9]=1, predict the reactants needed to synthesize it. The reactants are: [CH:1]1[C:13]2[CH:12]([CH2:14][O:15][C:16]([NH:18][C@@H:19]([CH2:23][CH2:24][CH2:25][CH2:26][NH2:27])[C:20]([OH:22])=[O:21])=[O:17])[C:11]3[C:6](=[CH:7][CH:8]=[CH:9][CH:10]=3)[C:5]=2[CH:4]=[CH:3][CH:2]=1.CCN([CH:34]([CH3:36])[CH3:35])C(C)C.Cl. (2) Given the product [CH:22]1([C:20]([N:17]2[CH2:18][CH2:19][C@@H:15]([CH2:14][N:9]3[C:8]([C:5]4[CH:6]=[CH:7][C:2]([C:33]5[CH:34]=[C:35]6[C:30]([CH:29]=[CH:28][CH:27]=[N:26]6)=[CH:31][CH:32]=5)=[CH:3][C:4]=4[F:25])=[N:12][NH:11][C:10]3=[O:13])[CH2:16]2)=[O:21])[CH2:24][CH2:23]1, predict the reactants needed to synthesize it. The reactants are: Br[C:2]1[CH:7]=[CH:6][C:5]([C:8]2[N:9]([CH2:14][C@@H:15]3[CH2:19][CH2:18][N:17]([C:20]([CH:22]4[CH2:24][CH2:23]4)=[O:21])[CH2:16]3)[C:10](=[O:13])[NH:11][N:12]=2)=[C:4]([F:25])[CH:3]=1.[N:26]1[C:35]2[C:30](=[CH:31][CH:32]=[C:33](B3OC(C)(C)C(C)(C)O3)[CH:34]=2)[CH:29]=[CH:28][CH:27]=1.C([O-])([O-])=O.[K+].[K+].Cl.